Regression/Classification. Given a drug SMILES string, predict its toxicity properties. Task type varies by dataset: regression for continuous values (e.g., LD50, hERG inhibition percentage) or binary classification for toxic/non-toxic outcomes (e.g., AMES mutagenicity, cardiotoxicity, hepatotoxicity). Dataset: ld50_zhu. From a dataset of Acute oral toxicity (LD50) regression data from Zhu et al.. (1) The rat oral LD50 is 1.80, given as -log10 of the dose in mol/kg body weight (higher means more acutely toxic). The drug is ClC(Cl)=C(Cl)Cl. (2) The compound is CC(=O)OC(c1ccccc1)C(Cl)(Cl)Cl. The rat oral LD50 is 1.59, given as -log10 of the dose in mol/kg body weight (higher means more acutely toxic). (3) The molecule is CCCCCCCCCO. The rat oral LD50 is 1.61, given as -log10 of the dose in mol/kg body weight (higher means more acutely toxic). (4) The molecule is NC(=S)C1CC=CCC1. The rat oral LD50 is 3.45, given as -log10 of the dose in mol/kg body weight (higher means more acutely toxic). (5) The molecule is CCC(C)C(CN(C)C)c1cc(F)ccc1OC. The rat oral LD50 is 2.93, given as -log10 of the dose in mol/kg body weight (higher means more acutely toxic). (6) The compound is OCC(CO)(CBr)CBr. The rat oral LD50 is 1.88, given as -log10 of the dose in mol/kg body weight (higher means more acutely toxic). (7) The drug is CCCCNCCCC. The rat oral LD50 is 2.83, given as -log10 of the dose in mol/kg body weight (higher means more acutely toxic). (8) The rat oral LD50 is 1.75, given as -log10 of the dose in mol/kg body weight (higher means more acutely toxic). The molecule is O=Cc1ccc2c(c1)OCO2. (9) The molecule is Cc1c(Cl)c(Cl)c(Cl)c2[nH]c(C(F)(F)F)nc12. The rat oral LD50 is 4.67, given as -log10 of the dose in mol/kg body weight (higher means more acutely toxic). (10) The drug is C=C1CC(=O)N(c2cccc([N+](=O)[O-])c2)C1=O. The rat oral LD50 is 1.97, given as -log10 of the dose in mol/kg body weight (higher means more acutely toxic).